Predict the product of the given reaction. From a dataset of Forward reaction prediction with 1.9M reactions from USPTO patents (1976-2016). (1) Given the reactants [C:1]([O:4][CH2:5][CH2:6][CH2:7][N:8]1[C:13](=[O:14])[C:12]2[NH:15][C:16]([C:18]3[CH:23]=[CH:22][CH:21]=[C:20]([O:24][C:25]([F:28])([F:27])[F:26])[CH:19]=3)=[CH:17][C:11]=2[N:10]([CH3:29])[C:9]1=[O:30])(=[O:3])[CH3:2].[Cl:31][C:32]1[CH:37]=[CH:36][C:35]([CH2:38]Cl)=[CH:34][CH:33]=1.C([O-])([O-])=O.[K+].[K+], predict the reaction product. The product is: [C:1]([O:4][CH2:5][CH2:6][CH2:7][N:8]1[C:13](=[O:14])[C:12]2[N:15]([CH2:38][C:35]3[CH:36]=[CH:37][C:32]([Cl:31])=[CH:33][CH:34]=3)[C:16]([C:18]3[CH:23]=[CH:22][CH:21]=[C:20]([O:24][C:25]([F:26])([F:27])[F:28])[CH:19]=3)=[CH:17][C:11]=2[N:10]([CH3:29])[C:9]1=[O:30])(=[O:3])[CH3:2]. (2) Given the reactants Cl[C:2]1[N:7]=[CH:6][N:5]=[C:4]([C:8]2[CH:13]=[CH:12][C:11]([C:14]([F:17])([F:16])[F:15])=[CH:10][C:9]=2[NH:18][C:19](=[O:25])[O:20][C:21]([CH3:24])([CH3:23])[CH3:22])[CH:3]=1.[NH2:26][C:27]1[CH:28]=[C:29]2[C:33](=[CH:34][CH:35]=1)[CH2:32][C:31]([CH3:37])([OH:36])[CH2:30]2, predict the reaction product. The product is: [OH:36][C:31]1([CH3:37])[CH2:30][C:29]2[C:33](=[CH:34][CH:35]=[C:27]([NH:26][C:2]3[N:7]=[CH:6][N:5]=[C:4]([C:8]4[CH:13]=[CH:12][C:11]([C:14]([F:17])([F:16])[F:15])=[CH:10][C:9]=4[NH:18][C:19](=[O:25])[O:20][C:21]([CH3:24])([CH3:23])[CH3:22])[CH:3]=3)[CH:28]=2)[CH2:32]1. (3) Given the reactants C(O)(=O)C=C.[C:6]1([C:12](=[N:21][OH:22])[C:13]([C:15]2[CH:20]=[CH:19][CH:18]=[CH:17][CH:16]=2)=[O:14])[CH:11]=[CH:10][CH:9]=[CH:8][CH:7]=1, predict the reaction product. The product is: [C:6]1([C:12](=[N:21][OH:22])[C:13]([C:15]2[CH:16]=[CH:17][CH:18]=[CH:19][CH:20]=2)=[O:14])[CH:7]=[CH:8][CH:9]=[CH:10][CH:11]=1. (4) Given the reactants [Cl:1][C:2]1[N:3]=[C:4]([N:22]2[CH2:27][CH2:26][O:25][CH2:24][CH2:23]2)[C:5]2[S:10][C:9]([CH2:11]N3CC4(CCN(C)CC4)C3)=[CH:8][C:6]=2[N:7]=1.[F:28][CH:29]1[CH2:32][N:31]([CH:33]2[CH2:38][CH2:37][NH:36][CH2:35][CH2:34]2)[CH2:30]1, predict the reaction product. The product is: [Cl:1][C:2]1[N:3]=[C:4]([N:22]2[CH2:23][CH2:24][O:25][CH2:26][CH2:27]2)[C:5]2[S:10][C:9]([CH2:11][N:36]3[CH2:37][CH2:38][CH:33]([N:31]4[CH2:30][CH:29]([F:28])[CH2:32]4)[CH2:34][CH2:35]3)=[CH:8][C:6]=2[N:7]=1. (5) Given the reactants C(=O)([O-])[O-].[K+].[K+].[CH3:7][N:8]=[C:9]=[O:10].[N+:11]([C:14]1[CH:19]=[C:18]([C:20]([F:23])([F:22])[F:21])[CH:17]=[CH:16][C:15]=1[O:24][C:25]1[CH:29]=[C:28]([C:30]([F:33])([F:32])[F:31])[NH:27][N:26]=1)([O-:13])=[O:12].Cl, predict the reaction product. The product is: [CH3:7][NH:8][C:9]([N:27]1[C:28]([C:30]([F:31])([F:33])[F:32])=[CH:29][C:25]([O:24][C:15]2[CH:16]=[CH:17][C:18]([C:20]([F:23])([F:22])[F:21])=[CH:19][C:14]=2[N+:11]([O-:13])=[O:12])=[N:26]1)=[O:10]. (6) Given the reactants CCCC[N+](CCCC)(CCCC)CCCC.[F-].[Si]([O:26][CH2:27][CH:28]([C:36]1([NH:39][C:40](=[O:46])[O:41][C:42]([CH3:45])([CH3:44])[CH3:43])[CH2:38][CH2:37]1)[C:29]1[CH:34]=[CH:33][C:32]([Cl:35])=[CH:31][CH:30]=1)(C(C)(C)C)(C)C.[NH4+].[Cl-], predict the reaction product. The product is: [Cl:35][C:32]1[CH:33]=[CH:34][C:29]([CH:28]([C:36]2([NH:39][C:40](=[O:46])[O:41][C:42]([CH3:44])([CH3:43])[CH3:45])[CH2:37][CH2:38]2)[CH2:27][OH:26])=[CH:30][CH:31]=1. (7) Given the reactants [NH:1]1[C:5]2[CH:6]=[CH:7][CH:8]=[CH:9][C:4]=2[N:3]=[C:2]1[C:10]([N:12]1[CH2:15][CH:14]([O:16][C:17]2[C:22](Cl)=[N:21][CH:20]=[CH:19][N:18]=2)[CH2:13]1)=[O:11].[C:24]([Si:28]([CH3:46])([CH3:45])[O:29][CH:30]1[CH2:35][CH2:34][C:33](B2OC(C)(C)C(C)(C)O2)=[CH:32][CH2:31]1)([CH3:27])([CH3:26])[CH3:25].C(=O)([O-])[O-].[Na+].[Na+].O1CCOCC1.O, predict the reaction product. The product is: [NH:1]1[C:5]2[CH:6]=[CH:7][CH:8]=[CH:9][C:4]=2[N:3]=[C:2]1[C:10]([N:12]1[CH2:15][CH:14]([O:16][C:17]2[C:22]([C:33]3[CH2:34][CH2:35][CH:30]([O:29][Si:28]([C:24]([CH3:27])([CH3:26])[CH3:25])([CH3:45])[CH3:46])[CH2:31][CH:32]=3)=[N:21][CH:20]=[CH:19][N:18]=2)[CH2:13]1)=[O:11].